From a dataset of CYP2D6 inhibition data for predicting drug metabolism from PubChem BioAssay. Regression/Classification. Given a drug SMILES string, predict its absorption, distribution, metabolism, or excretion properties. Task type varies by dataset: regression for continuous measurements (e.g., permeability, clearance, half-life) or binary classification for categorical outcomes (e.g., BBB penetration, CYP inhibition). Dataset: cyp2d6_veith. (1) The result is 0 (non-inhibitor). The molecule is CN(C)c1ccc(-c2noc(C3CCN(S(=O)(=O)c4cccc(C(=O)O)c4)CC3)n2)cc1. (2) The molecule is N#Cc1cc(-c2ccc(Cl)cc2)cnc1Sc1ccccc1. The result is 0 (non-inhibitor). (3) The compound is C/C(CCC(=O)OC[C@@H]1O[C@H](C#Cc2ccccc2)C=C[C@@H]1Oc1ccc(C)cc1)=N/OC[C@@H](O)[C@H]1O[C@H]2OC(C)(C)O[C@H]2[C@@H]1O. The result is 0 (non-inhibitor). (4) The molecule is O=C(O)CCC(=O)CCC(=O)c1ccccc1. The result is 0 (non-inhibitor). (5) The compound is CCC1=C(C[C@H]2NCCc3cc(OC)c(OC)cc32)C[C@H]2c3ccccc3CCN2C1. The result is 1 (inhibitor). (6) The drug is Cc1nc2cnc(N3CCN(C)CC3)nc2n(Cc2ccc(F)cc2)c1=O. The result is 0 (non-inhibitor). (7) The result is 0 (non-inhibitor). The drug is CCCC(=O)N1CCN(c2ccc(NC(=O)c3sc4ccccc4c3Cl)cc2)CC1.